From a dataset of Peptide-MHC class I binding affinity with 185,985 pairs from IEDB/IMGT. Regression. Given a peptide amino acid sequence and an MHC pseudo amino acid sequence, predict their binding affinity value. This is MHC class I binding data. The peptide sequence is EVWGMRWPI. The MHC is HLA-B58:01 with pseudo-sequence HLA-B58:01. The binding affinity (normalized) is 0.0847.